This data is from Full USPTO retrosynthesis dataset with 1.9M reactions from patents (1976-2016). The task is: Predict the reactants needed to synthesize the given product. (1) Given the product [CH2:1]([O:8][C:9]1[C:18]([O:19][CH3:20])=[CH:17][CH:16]=[C:15]2[C:10]=1[CH2:11][CH2:12][N:13]1[CH2:24][CH:25]([C:29]3[CH:30]=[C:31]([CH3:35])[CH:32]=[CH:33][CH:34]=3)[C:26](=[O:28])[CH2:27][CH:14]12)[C:2]1[CH:7]=[CH:6][CH:5]=[CH:4][CH:3]=1, predict the reactants needed to synthesize it. The reactants are: [CH2:1]([O:8][C:9]1[C:18]([O:19][CH3:20])=[CH:17][CH:16]=[C:15]2[C:10]=1[CH2:11][CH2:12][N:13]=[CH:14]2)[C:2]1[CH:7]=[CH:6][CH:5]=[CH:4][CH:3]=1.Cl.CN(C)[CH2:24][CH:25]([C:29]1[CH:30]=[C:31]([CH3:35])[CH:32]=[CH:33][CH:34]=1)[C:26](=[O:28])[CH3:27].O.C([O-])(O)=O.[Na+]. (2) Given the product [Br:1][C:2]1[CH:3]=[CH:4][CH:5]=[C:6]2[C:10]=1[N:9]([CH3:11])[N:8]=[C:7]2[NH:12][CH3:13], predict the reactants needed to synthesize it. The reactants are: [Br:1][C:2]1[CH:3]=[CH:4][CH:5]=[C:6]2[C:10]=1[N:9]([CH3:11])[N:8]=[C:7]2[N:12](C)[C:13](=O)C(F)(F)F.[OH-].[Na+].